The task is: Predict which catalyst facilitates the given reaction.. This data is from Catalyst prediction with 721,799 reactions and 888 catalyst types from USPTO. (1) Reactant: [C:1]([O:5][C:6]([N:8]([CH2:13][C:14]([O:16][C:17]([CH3:20])([CH3:19])[CH3:18])=[O:15])[CH2:9][C:10]([OH:12])=O)=[O:7])([CH3:4])([CH3:3])[CH3:2].[NH2:21][CH2:22][C@H:23]1[O:27][N:26]=[C:25]([C:28]2[N:33]=[CH:32][C:31]([C:34]3[CH:39]=[CH:38][C:37]([N:40]4[CH2:44][C@H:43]([CH2:45][N:46]5[CH:50]=[CH:49][N:48]=[N:47]5)[O:42][C:41]4=[O:51])=[CH:36][C:35]=3[F:52])=[CH:30][CH:29]=2)[CH2:24]1.Cl.CN(C)CCCN=C=NCC.CN(C=O)C. Product: [C:1]([O:5][C:6]([N:8]([CH2:9][C:10]([NH:21][CH2:22][C@H:23]1[O:27][N:26]=[C:25]([C:28]2[CH:29]=[CH:30][C:31]([C:34]3[CH:39]=[CH:38][C:37]([N:40]4[CH2:44][C@H:43]([CH2:45][N:46]5[CH:50]=[CH:49][N:48]=[N:47]5)[O:42][C:41]4=[O:51])=[CH:36][C:35]=3[F:52])=[CH:32][N:33]=2)[CH2:24]1)=[O:12])[CH2:13][C:14]([O:16][C:17]([CH3:20])([CH3:19])[CH3:18])=[O:15])=[O:7])([CH3:2])([CH3:3])[CH3:4]. The catalyst class is: 768. (2) Reactant: O1[CH2:12][CH:2]1[CH2:3][S:4][CH2:5][CH2:6][S:7][CH2:8][CH:9]1OC1.N[C:14](N)=[S:15].C(OC(=O)C)(=O)C.[S:24](=O)(=O)(O)O. Product: [S:15]1[CH2:14][CH:9]1[CH2:8][S:7][CH2:6][CH2:5][S:4][CH2:3][CH:2]1[S:24][CH2:12]1. The catalyst class is: 442.